Task: Predict the product of the given reaction.. Dataset: Forward reaction prediction with 1.9M reactions from USPTO patents (1976-2016) (1) Given the reactants P(C)(C)C.[N:5]([CH2:8][C:9]1[N:10]=[N:11][C:12]([C:15]2[C:20]([F:21])=[CH:19][CH:18]=[CH:17][C:16]=2[F:22])=[CH:13][CH:14]=1)=[N+]=[N-].[N:23]([C:26]1[CH:27]=[N:28][CH:29]=[CH:30][C:31]=1[N:32]1[CH2:37][CH2:36][CH:35]([CH3:38])[CH:34]([NH:39][C:40](=[O:46])[O:41][C:42]([CH3:45])([CH3:44])[CH3:43])[CH2:33]1)=[C:24]=S, predict the reaction product. The product is: [F:22][C:16]1[CH:17]=[CH:18][CH:19]=[C:20]([F:21])[C:15]=1[C:12]1[CH:13]=[CH:14][C:9]2[N:10]([C:24]([NH:23][C:26]3[CH:27]=[N:28][CH:29]=[CH:30][C:31]=3[N:32]3[CH2:37][CH2:36][CH:35]([CH3:38])[CH:34]([NH:39][C:40](=[O:46])[O:41][C:42]([CH3:45])([CH3:44])[CH3:43])[CH2:33]3)=[N:5][CH:8]=2)[N:11]=1. (2) Given the reactants [CH:1]12[NH:8][CH:5]([CH2:6][CH2:7]1)[CH2:4][CH:3]([N:9]1[C:22]3[CH:21]=[CH:20][C:19](Br)=[CH:18][C:17]=3[S:16][C:15]3[C:10]1=[CH:11][CH:12]=[CH:13][CH:14]=3)[CH2:2]2.[CH3:24][N:25](C=O)C, predict the reaction product. The product is: [CH:1]12[NH:8][CH:5]([CH2:6][CH2:7]1)[CH2:4][CH:3]([N:9]1[C:22]3[CH:21]=[CH:20][C:19]([C:24]#[N:25])=[CH:18][C:17]=3[S:16][C:15]3[C:10]1=[CH:11][CH:12]=[CH:13][CH:14]=3)[CH2:2]2. (3) Given the reactants [Li+].[Br-].[CH3:3][Mg]Cl.Cl[C:7]([CH2:9][C@H:10]1[C:14](=[O:15])[O:13][CH2:12][N:11]1[C:16]([O:18][CH2:19][C:20]1[CH:25]=[CH:24][CH:23]=[CH:22][CH:21]=1)=[O:17])=[O:8].[NH4+].[Cl-], predict the reaction product. The product is: [O:15]=[C:14]1[O:13][CH2:12][N:11]([C:16]([O:18][CH2:19][C:20]2[CH:25]=[CH:24][CH:23]=[CH:22][CH:21]=2)=[O:17])[C@H:10]1[CH2:9][C:7](=[O:8])[CH3:3]. (4) Given the reactants Br[C:2]1[CH:3]=[C:4]([C:14]([O:16][CH2:17][CH3:18])=[O:15])[C:5]2[CH:10]=[N:9][N:8]([CH:11]([CH3:13])[CH3:12])[C:6]=2[N:7]=1.C([O-])([O-])=O.[K+].[K+].[CH3:25][N:26]1[CH2:31][CH2:30][NH:29][CH2:28][CH2:27]1, predict the reaction product. The product is: [CH:11]([N:8]1[C:6]2[N:7]=[C:2]([N:29]3[CH2:30][CH2:31][N:26]([CH3:25])[CH2:27][CH2:28]3)[CH:3]=[C:4]([C:14]([O:16][CH2:17][CH3:18])=[O:15])[C:5]=2[CH:10]=[N:9]1)([CH3:13])[CH3:12]. (5) Given the reactants [NH2:1][C:2]1[CH:3]=[C:4]([S:8]([N:11]2[C@@H:16]([CH3:17])[CH2:15][N:14]([CH2:18][C:19]([NH:21][C:22]3[CH:27]=[CH:26][CH:25]=[CH:24][C:23]=3[CH3:28])=[O:20])[CH2:13][C@H:12]2[CH3:29])(=[O:10])=[O:9])[CH:5]=[CH:6][CH:7]=1.C(N(CC)C(C)C)(C)C.[C:39](Cl)(=[O:41])[CH3:40], predict the reaction product. The product is: [C:39]([NH:1][C:2]1[CH:3]=[C:4]([S:8]([N:11]2[C@@H:16]([CH3:17])[CH2:15][N:14]([CH2:18][C:19]([NH:21][C:22]3[CH:27]=[CH:26][CH:25]=[CH:24][C:23]=3[CH3:28])=[O:20])[CH2:13][C@H:12]2[CH3:29])(=[O:9])=[O:10])[CH:5]=[CH:6][CH:7]=1)(=[O:41])[CH3:40]. (6) Given the reactants [F:1][C:2]1[CH:3]=[CH:4][CH:5]=[C:6]2[C:10]=1[NH:9][N:8]=[C:7]2[C:11]1[CH:16]=[CH:15][C:14]([O:17][CH3:18])=[CH:13][C:12]=1[CH3:19].[H-].[Na+].I[CH2:23][CH:24]([CH3:26])[CH3:25], predict the reaction product. The product is: [F:1][C:2]1[CH:3]=[CH:4][CH:5]=[C:6]2[C:10]=1[N:9]([CH2:23][CH:24]([CH3:26])[CH3:25])[N:8]=[C:7]2[C:11]1[CH:16]=[CH:15][C:14]([O:17][CH3:18])=[CH:13][C:12]=1[CH3:19]. (7) Given the reactants [Si]([O:8][CH2:9][CH2:10][N:11]1[CH:15]=[C:14]([C:16]2[CH:21]=[C:20]([O:22][C:23]3[C:28]([F:29])=[CH:27][C:26]([NH:30][C:31]([C:33]4[C:34](=[O:46])[N:35]([C:39]5[CH:44]=[CH:43][C:42]([F:45])=[CH:41][CH:40]=5)[CH:36]=[CH:37][CH:38]=4)=[O:32])=[C:25]([F:47])[CH:24]=3)[CH:19]=[CH:18][N:17]=2)[CH:13]=[N:12]1)(C(C)(C)C)(C)C.CO.[ClH:50], predict the reaction product. The product is: [ClH:50].[F:47][C:25]1[CH:24]=[C:23]([O:22][C:20]2[CH:19]=[CH:18][N:17]=[C:16]([C:14]3[CH:13]=[N:12][N:11]([CH2:10][CH2:9][OH:8])[CH:15]=3)[CH:21]=2)[C:28]([F:29])=[CH:27][C:26]=1[NH:30][C:31]([C:33]1[C:34](=[O:46])[N:35]([C:39]2[CH:40]=[CH:41][C:42]([F:45])=[CH:43][CH:44]=2)[CH:36]=[CH:37][CH:38]=1)=[O:32]. (8) Given the reactants [N+:1]([C:4]1[CH:5]=[C:6]([C:11]2[S:15][CH:14]=[N:13][CH:12]=2)[C:7]([OH:10])=[N:8][CH:9]=1)([O-])=O, predict the reaction product. The product is: [NH2:1][C:4]1[CH:5]=[C:6]([C:11]2[S:15][CH:14]=[N:13][CH:12]=2)[C:7]([OH:10])=[N:8][CH:9]=1.